Dataset: Reaction yield outcomes from USPTO patents with 853,638 reactions. Task: Predict the reaction yield, written as a fraction of the theoretical maximum amount of product (1.0 means a 100% yield; for example, 0.34 means a 34% yield). (1) The reactants are [NH:1]([C:8]1[N:17]([C:18]2[CH:23]=[CH:22][CH:21]=[CH:20][CH:19]=2)[C:16]2[N:15]=[C:14]([C:24](N(OC)C)=[O:25])[CH:13]=C(C)C=2C(=O)[CH:9]=1)[C:2]1[CH:7]=[CH:6][CH:5]=[CH:4][CH:3]=1.[CH3:32][Mg+].[Br-].[CH2:35]1[CH2:39][O:38][CH2:37][CH2:36]1. No catalyst specified. The product is [C:24]([C:14]1[N:15]=[C:16]2[C:36]([C:37](=[O:38])[CH:9]=[C:8]([NH:1][C:2]3[CH:3]=[CH:4][CH:5]=[CH:6][CH:7]=3)[N:17]2[C:18]2[CH:19]=[CH:20][CH:21]=[CH:22][CH:23]=2)=[C:35]([CH3:39])[CH:13]=1)(=[O:25])[CH3:32]. The yield is 0.740. (2) The reactants are [Cl:1][C:2]1[N:11]=[CH:10][C:9]2[NH:8][C:7](=[O:12])[C@@H:6]([CH2:13][CH3:14])[N:5]([CH:15]3[CH2:19][CH2:18][CH2:17][CH2:16]3)[C:4]=2[N:3]=1.[CH2:20](I)[CH3:21].[H-].[Na+].O. The catalyst is CC(N(C)C)=O. The product is [Cl:1][C:2]1[N:11]=[CH:10][C:9]2[N:8]([CH2:20][CH3:21])[C:7](=[O:12])[C@@H:6]([CH2:13][CH3:14])[N:5]([CH:15]3[CH2:19][CH2:18][CH2:17][CH2:16]3)[C:4]=2[N:3]=1. The yield is 0.550. (3) The reactants are [CH3:1][O:2][C:3]([NH:5][C@H:6]([C:10]([N:12]1[CH2:16][CH2:15][CH2:14][C@H:13]1[C:17]1[NH:18][C:19]2[CH:29]=[CH:28][C:27]3[C:22](=[CH:23][CH:24]=[C:25]4[C:37]5[CH:36]=[CH:35][C:34]([C:38]6[NH:42][C:41]([C@H:43]7[CH2:47][CH2:46][CH2:45][N:44]7C(OC(C)(C)C)=O)=[N:40][CH:39]=6)=[CH:33][C:32]=5[CH2:31][O:30][C:26]4=3)[C:20]=2[N:21]=1)=[O:11])[CH:7]([CH3:9])[CH3:8])=[O:4].Cl.[CH3:56][O:57][C:58]([NH:60][C@@H:61]([CH:65]([CH3:67])[CH3:66])[C:62](O)=[O:63])=[O:59].CN(C(ON1N=NC2C=CC=NC1=2)=[N+](C)C)C.F[P-](F)(F)(F)(F)F.C(N(C(C)C)CC)(C)C. The catalyst is CN(C)C=O.C(#N)C.CO.[OH-].[Na+].C(OCC)(=O)C.C(O)C. The product is [CH3:1][O:2][C:3]([NH:5][C@@H:6]([CH:7]([CH3:9])[CH3:8])[C:10]([N:12]1[CH2:16][CH2:15][CH2:14][C@H:13]1[C:17]1[NH:18][C:19]2[CH:29]=[CH:28][C:27]3[C:22](=[CH:23][CH:24]=[C:25]4[C:37]5[CH:36]=[CH:35][C:34]([C:38]6[NH:42][C:41]([C@H:43]7[CH2:47][CH2:46][CH2:45][N:44]7[C:62](=[O:63])[C@@H:61]([NH:60][C:58](=[O:59])[O:57][CH3:56])[CH:65]([CH3:67])[CH3:66])=[N:40][CH:39]=6)=[CH:33][C:32]=5[CH2:31][O:30][C:26]4=3)[C:20]=2[N:21]=1)=[O:11])=[O:4]. The yield is 0.670. (4) The reactants are [CH:1]([C:4]1[CH:10]=[CH:9][CH:8]=[CH:7][C:5]=1[NH2:6])([CH3:3])[CH3:2].[Br:11]Br. The catalyst is ClCCl. The product is [Br:11][C:9]1[CH:8]=[CH:7][C:5]([NH2:6])=[C:4]([CH:1]([CH3:3])[CH3:2])[CH:10]=1. The yield is 0.570. (5) The reactants are C([O:3][C:4]([C:6]1[N:7]([CH2:13][O:14][CH2:15][CH2:16][Si:17]([CH3:20])([CH3:19])[CH3:18])[CH:8]=[C:9]([C:11]#[N:12])[N:10]=1)=[O:5])C.[OH-].[K+:22]. The catalyst is C(O)C. The product is [K+:22].[C:11]([C:9]1[N:10]=[C:6]([C:4]([O-:5])=[O:3])[N:7]([CH2:13][O:14][CH2:15][CH2:16][Si:17]([CH3:18])([CH3:19])[CH3:20])[CH:8]=1)#[N:12]. The yield is 1.00. (6) The reactants are [C:1]([C:4]1[CH:9]=[CH:8][CH:7]=[CH:6][CH:5]=1)(=[O:3])[CH3:2].Cl.[C:11]([O:14][CH2:15][CH3:16])(=[O:13])[CH3:12]. The catalyst is O1CCCC1. The product is [OH:3][C:1]([C:4]1[CH:9]=[CH:8][CH:7]=[CH:6][CH:5]=1)([CH3:2])[CH2:12][C:11]([O:14][C@@H:15]1[CH2:5][C@H:4]([CH3:9])[CH2:1][CH2:2][C@H:16]1[CH:7]([CH3:8])[CH3:6])=[O:13]. The yield is 0.920.